This data is from Reaction yield outcomes from USPTO patents with 853,638 reactions. The task is: Predict the reaction yield, written as a fraction of the theoretical maximum amount of product (1.0 means a 100% yield; for example, 0.34 means a 34% yield). (1) The reactants are [CH3:1][C:2]1[CH:7]=[CH:6][C:5]([S:8]([O:11][CH2:12][CH:13]2[CH2:17][C:16]3[CH:18]=[C:19]([C:23]([F:26])([F:25])[F:24])[CH:20]=[C:21](Br)[C:15]=3[O:14]2)(=[O:10])=[O:9])=[CH:4][CH:3]=1.[F:27][C:28]1[CH:33]=[CH:32][CH:31]=[CH:30][C:29]=1B(O)O.C(C1C=CC=CC=1B1OC(C)(C)C(C)(C)O1)(C)C. No catalyst specified. The product is [CH3:1][C:2]1[CH:7]=[CH:6][C:5]([S:8]([O:11][CH2:12][CH:13]2[CH2:17][C:16]3[CH:18]=[C:19]([C:23]([F:26])([F:25])[F:24])[CH:20]=[C:21]([C:29]4[CH:30]=[CH:31][CH:32]=[CH:33][C:28]=4[F:27])[C:15]=3[O:14]2)(=[O:10])=[O:9])=[CH:4][CH:3]=1. The yield is 0.810. (2) The reactants are Cl.Cl.[Cl:3][C:4]1[CH:5]=[C:6]([C:11]2([CH2:17][CH2:18][N:19]3[C@H:24]4[CH2:25][CH2:26][C@@H:20]3[CH2:21][CH:22]([N:27]3[C:31]5[CH:32]=[CH:33][CH:34]=[CH:35][C:30]=5[N:29]=[C:28]3[CH3:36])[CH2:23]4)[CH2:16][CH2:15][NH:14][CH2:13][CH2:12]2)[CH:7]=[C:8]([F:10])[CH:9]=1.C(N(CC)CC)C.[CH3:44][C:45]([CH3:50])([CH3:49])[C:46](Cl)=[O:47]. The catalyst is ClCCl. The product is [Cl:3][C:4]1[CH:5]=[C:6]([C:11]2([CH2:17][CH2:18][N:19]3[C@H:24]4[CH2:25][CH2:26][C@@H:20]3[CH2:21][CH:22]([N:27]3[C:31]5[CH:32]=[CH:33][CH:34]=[CH:35][C:30]=5[N:29]=[C:28]3[CH3:36])[CH2:23]4)[CH2:12][CH2:13][N:14]([C:46](=[O:47])[C:45]([CH3:50])([CH3:49])[CH3:44])[CH2:15][CH2:16]2)[CH:7]=[C:8]([F:10])[CH:9]=1. The yield is 0.270. (3) The reactants are [C:1]1([CH:7]([CH2:9][CH2:10][CH2:11][CH2:12][CH2:13][CH2:14][CH2:15][CH2:16][CH3:17])[CH3:8])[CH:6]=[CH:5][CH:4]=[CH:3][CH:2]=1.S(=O)(=O)(O)O.CO[CH2:25][Br:26]. The yield is 0.285. The catalyst is O. The product is [Br:26][CH2:25][C:2]1[CH:3]=[CH:4][CH:5]=[CH:6][C:1]=1[CH:7]([CH2:9][CH2:10][CH2:11][CH2:12][CH2:13][CH2:14][CH2:15][CH2:16][CH3:17])[CH3:8]. (4) The yield is 0.250. The product is [CH2:31]([O:35][C:36]1[N:44]=[C:43]2[C:39]([N:40]=[C:41]([O:45][CH3:46])[N:42]2[CH2:8][C:5]2[CH:6]=[CH:7][C:2]([I:1])=[C:3]([C:9]([O:11][CH3:12])=[O:10])[CH:4]=2)=[C:38]([NH2:47])[N:37]=1)[CH2:32][CH2:33][CH3:34]. The reactants are [I:1][C:2]1[CH:7]=[CH:6][C:5]([CH3:8])=[CH:4][C:3]=1[C:9]([O:11][CH3:12])=[O:10].C1C(=O)N(Br)C(=O)C1.C1C(C(OO)=O)=CC=CC=1.[CH2:31]([O:35][C:36]1[N:44]=[C:43]2[C:39]([NH:40][C:41]([O:45][CH3:46])=[N:42]2)=[C:38]([NH2:47])[N:37]=1)[CH2:32][CH2:33][CH3:34].FC(F)(F)C(O)=O.C(=O)([O-])[O-].[K+].[K+]. The catalyst is C(Cl)(Cl)(Cl)Cl. (5) The reactants are [CH3:1][C:2]1[C:11](=[O:12])[NH:10][C:9]2[N:8]=[C:7]([O:13][CH2:14][CH2:15][CH2:16][CH:17]=O)[CH:6]=[CH:5][C:4]=2[CH:3]=1.[Cl:19][C:20]1[C:25]([Cl:26])=[CH:24][CH:23]=[CH:22][C:21]=1[N:27]1[CH2:32][CH2:31][NH:30][CH2:29][CH2:28]1.[BH-](OC(C)=O)(OC(C)=O)OC(C)=O.[Na+]. The catalyst is CO. The product is [Cl:19][C:20]1[C:25]([Cl:26])=[CH:24][CH:23]=[CH:22][C:21]=1[N:27]1[CH2:32][CH2:31][N:30]([CH2:17][CH2:16][CH2:15][CH2:14][O:13][C:7]2[N:8]=[C:9]3[C:4]([CH:3]=[C:2]([CH3:1])[C:11](=[O:12])[NH:10]3)=[CH:5][CH:6]=2)[CH2:29][CH2:28]1. The yield is 0.300.